This data is from Full USPTO retrosynthesis dataset with 1.9M reactions from patents (1976-2016). The task is: Predict the reactants needed to synthesize the given product. (1) Given the product [CH3:33][O:34][CH2:35][C:36]([N:2]1[CH2:6][CH2:5][C@@H:4]([NH:7][C:8]([C:10]2[C:14]3[N:15]=[CH:16][N:17]=[C:18]([C:19]4[CH:24]=[C:23]([O:25][CH3:26])[C:22]([F:27])=[CH:21][C:20]=4[O:28][CH2:29][CH:30]4[CH2:31][CH2:32]4)[C:13]=3[NH:12][CH:11]=2)=[O:9])[CH2:3]1)=[O:37], predict the reactants needed to synthesize it. The reactants are: Cl.[NH:2]1[CH2:6][CH2:5][C@@H:4]([NH:7][C:8]([C:10]2[C:14]3[N:15]=[CH:16][N:17]=[C:18]([C:19]4[CH:24]=[C:23]([O:25][CH3:26])[C:22]([F:27])=[CH:21][C:20]=4[O:28][CH2:29][CH:30]4[CH2:32][CH2:31]4)[C:13]=3[NH:12][CH:11]=2)=[O:9])[CH2:3]1.[CH3:33][O:34][CH2:35][C:36](Cl)=[O:37]. (2) The reactants are: C([O:3][C:4]([C:6]1([C:11]#[N:12])[CH2:10][CH2:9][CH2:8][CH2:7]1)=O)C.[H-].[Al+3].[Li+].[H-].[H-].[H-].O. Given the product [OH:3][CH2:4][C:6]1([C:11]#[N:12])[CH2:10][CH2:9][CH2:8][CH2:7]1, predict the reactants needed to synthesize it. (3) The reactants are: Cl.[CH3:2][C@@H:3]1[C:16](=[O:17])[NH:15][N:14]=[C:13]2[N:4]1[C:5]1[CH:6]=[C:7]3[N:20]([C:21]4([CH3:25])[CH2:24][NH:23][CH2:22]4)[CH:19]=[CH:18][C:8]3=[CH:9][C:10]=1[O:11][CH2:12]2.[CH3:26][C:27]([O:30][C:31](O[C:31]([O:30][C:27]([CH3:29])([CH3:28])[CH3:26])=[O:32])=[O:32])([CH3:29])[CH3:28]. Given the product [C:27]([O:30][C:31]([N:23]1[CH2:22][C:21]([CH3:25])([N:20]2[C:7]3[C:8](=[CH:9][C:10]4[O:11][CH2:12][C:13]5[N:4]([C:5]=4[CH:6]=3)[C@H:3]([CH3:2])[C:16](=[O:17])[NH:15][N:14]=5)[CH:18]=[CH:19]2)[CH2:24]1)=[O:32])([CH3:29])([CH3:28])[CH3:26], predict the reactants needed to synthesize it.